The task is: Predict the reactants needed to synthesize the given product.. This data is from Full USPTO retrosynthesis dataset with 1.9M reactions from patents (1976-2016). Given the product [CH3:1][CH2:2][O:3][C:4]1[CH:9]=[C:8]2[C:7]([C:13]([NH:14][C:15]3[CH:20]=[CH:19][C:18]([O:21][CH2:22][C:23]4[N:28]=[CH:27][CH:26]=[CH:25][CH:24]=4)=[C:17]([Cl:29])[CH:16]=3)=[C:12]([C:30]#[N:31])[CH:11]=[N:10]2)=[CH:6][C:5]=1[NH:32][C:33](/[CH:35]=[CH:36]/[C@H:37]1[CH2:38][CH2:39][CH2:40][N:41]1[CH3:42])=[O:34].[CH:44](/[C:43]([OH:50])=[O:49])=[CH:45]/[C:46]([OH:48])=[O:47].[CH:44](/[C:43]([OH:50])=[O:49])=[CH:45]/[C:46]([OH:48])=[O:47], predict the reactants needed to synthesize it. The reactants are: [CH3:1][CH2:2][O:3][C:4]1[CH:9]=[C:8]2[N:10]=[CH:11][C:12]([C:30]#[N:31])=[C:13]([NH:14][C:15]3[CH:20]=[CH:19][C:18]([O:21][CH2:22][C:23]4[N:28]=[CH:27][CH:26]=[CH:25][CH:24]=4)=[C:17]([Cl:29])[CH:16]=3)[C:7]2=[CH:6][C:5]=1[NH:32][C:33](/[CH:35]=[CH:36]/[C@@H:37]1[N:41]([CH3:42])[CH2:40][CH2:39][CH2:38]1)=[O:34].[C:43]([OH:50])(=[O:49])/[CH:44]=[CH:45]\[C:46]([OH:48])=[O:47].C(O)(C)C.